From a dataset of Full USPTO retrosynthesis dataset with 1.9M reactions from patents (1976-2016). Predict the reactants needed to synthesize the given product. (1) Given the product [F:1][C:2]1[CH:3]=[CH:4][C:5]([CH2:6][CH2:7][C:8]2[CH:30]=[C:29]([CH:31]([O:39][CH2:40][CH2:41][N:42]3[CH:46]=[CH:45][N:44]=[CH:43]3)[C:32]3[CH:37]=[CH:36][C:35]([F:38])=[CH:34][CH:33]=3)[CH:28]=[CH:27][C:9]=2[C:10]([NH:12][C@@H:13]([CH2:21][CH2:22][S:23]([CH3:26])(=[O:24])=[O:25])[C:14]([OH:16])=[O:15])=[O:11])=[CH:47][CH:48]=1, predict the reactants needed to synthesize it. The reactants are: [F:1][C:2]1[CH:48]=[CH:47][C:5]([CH2:6][CH2:7][C:8]2[CH:30]=[C:29]([CH:31]([O:39][CH2:40][CH2:41][N:42]3[CH:46]=[CH:45][N:44]=[CH:43]3)[C:32]3[CH:37]=[CH:36][C:35]([F:38])=[CH:34][CH:33]=3)[CH:28]=[CH:27][C:9]=2[C:10]([NH:12][C@@H:13]([CH2:21][CH2:22][S:23]([CH3:26])(=[O:25])=[O:24])[C:14]([O:16]C(C)(C)C)=[O:15])=[O:11])=[CH:4][CH:3]=1.C(O)(C(F)(F)F)=O. (2) Given the product [OH:5][CH:6]([O:24][C:25]1[CH:30]=[C:29]([N+:1]([O-:4])=[O:2])[CH:28]=[C:27]([O:31][CH2:32][CH2:33][CH2:34][CH2:35][CH2:36][CH2:37][CH2:38][CH2:39][CH2:40][CH2:41][CH2:42][CH2:43][CH2:44][CH2:45][CH2:46][CH2:47][CH2:48][CH3:49])[C:26]=1[O:50][CH2:51][CH2:52][CH2:53][CH2:54][CH2:55][CH2:56][CH2:57][CH2:58][CH2:59][CH2:60][CH2:61][CH2:62][CH2:63][CH2:64][CH2:65][CH2:66][CH2:67][CH3:68])[CH2:7][CH2:8][CH2:9][CH2:10][CH2:11][CH2:12][CH2:13][CH2:14][CH2:15][CH2:16][CH2:17][CH2:18][CH2:19][CH2:20][CH2:21][CH2:22][CH3:23], predict the reactants needed to synthesize it. The reactants are: [N+:1]([O-:4])(O)=[O:2].[OH:5][CH:6]([O:24][C:25]1[CH:30]=[CH:29][CH:28]=[C:27]([O:31][CH2:32][CH2:33][CH2:34][CH2:35][CH2:36][CH2:37][CH2:38][CH2:39][CH2:40][CH2:41][CH2:42][CH2:43][CH2:44][CH2:45][CH2:46][CH2:47][CH2:48][CH3:49])[C:26]=1[O:50][CH2:51][CH2:52][CH2:53][CH2:54][CH2:55][CH2:56][CH2:57][CH2:58][CH2:59][CH2:60][CH2:61][CH2:62][CH2:63][CH2:64][CH2:65][CH2:66][CH2:67][CH3:68])[CH2:7][CH2:8][CH2:9][CH2:10][CH2:11][CH2:12][CH2:13][CH2:14][CH2:15][CH2:16][CH2:17][CH2:18][CH2:19][CH2:20][CH2:21][CH2:22][CH3:23]. (3) Given the product [O:8]=[C:9]1[NH:10][C:11]([C:15]2[CH:16]=[C:17]3[C:22](=[CH:23][CH:24]=2)[N:21]=[CH:20][CH:19]=[C:18]3[N:25]2[CH2:30][CH2:29][CH2:28][C@H:27]([NH:31][C:32](=[O:38])[O:33][C:34]([CH3:36])([CH3:35])[CH3:37])[CH2:26]2)=[N:12][CH:13]=[CH:14]1, predict the reactants needed to synthesize it. The reactants are: C([O:8][C:9]1[CH:14]=[CH:13][N:12]=[C:11]([C:15]2[CH:16]=[C:17]3[C:22](=[CH:23][CH:24]=2)[N:21]=[CH:20][CH:19]=[C:18]3[N:25]2[CH2:30][CH2:29][CH2:28][C@H:27]([NH:31][C:32](=[O:38])[O:33][C:34]([CH3:37])([CH3:36])[CH3:35])[CH2:26]2)[N:10]=1)C1C=CC=CC=1. (4) Given the product [Cl:15][C:6]1[C:5]2[CH:10]=[CH:11][C:2]([F:1])=[C:3]([F:12])[C:4]=2[O:8][N:7]=1, predict the reactants needed to synthesize it. The reactants are: [F:1][C:2]1[CH:11]=[CH:10][C:5]2[C:6](=O)[NH:7][O:8][C:4]=2[C:3]=1[F:12].O=P(Cl)(Cl)[Cl:15]. (5) Given the product [F:110][C:107]([F:111])([CH2:108][OH:109])[CH2:106][N:104]1[CH:105]=[C:101]([C:98]2[N:97]=[C:96]([C:112](=[O:113])[NH:114][CH3:115])[C:95]([NH:94][C:26]3[C:27]([C:28]([F:29])([F:30])[F:31])=[CH:22][N:23]=[C:24]([NH:32][C:33]4[CH:47]=[CH:46][C:36]([CH2:37][P:38](=[O:45])([O:42][CH2:43][CH3:44])[O:39][CH2:40][CH3:41])=[CH:35][C:34]=4[O:48][CH3:49])[N:25]=3)=[CH:100][CH:99]=2)[CH:102]=[N:103]1, predict the reactants needed to synthesize it. The reactants are: OCCCN1C=C(C2C=CC(N[C:22]3[C:27]([C:28]([F:31])([F:30])[F:29])=[CH:26][N:25]=[C:24]([NH:32][C:33]4[CH:47]=[CH:46][C:36]([CH2:37][P:38](=[O:45])([O:42][CH2:43][CH3:44])[O:39][CH2:40][CH3:41])=[CH:35][C:34]=4[O:48][CH3:49])[N:23]=3)=C3C=2CN(C)C3=O)C=N1.C(OP1(=O)CC2C=CC(=CC=2)NC2=NC(=C(C(F)(F)F)C=N2)NC2C=CC(=NC=2C(NC)=O)C2=CN(N=C2)CCCCO1)C.[NH2:94][C:95]1[C:96]([C:112]([NH:114][CH3:115])=[O:113])=[N:97][C:98]([C:101]2[CH:102]=[N:103][N:104]([CH2:106][C:107]([F:111])([F:110])[CH2:108][OH:109])[CH:105]=2)=[CH:99][CH:100]=1. (6) Given the product [CH3:6][O:5][C:4]1[CH:7]=[CH:8][C:1]([C:9]2[N:21]=[C:22]([SH:23])[NH:24][C:11]=2[C:13]2[CH:20]=[CH:19][C:16]([O:17][CH3:18])=[CH:15][CH:14]=2)=[CH:2][CH:3]=1, predict the reactants needed to synthesize it. The reactants are: [C:1]1([C:9]([CH:11]([C:13]2[CH:20]=[CH:19][C:16]([O:17][CH3:18])=[CH:15][CH:14]=2)O)=O)[CH:8]=[CH:7][C:4]([O:5][CH3:6])=[CH:3][CH:2]=1.[NH2:21][C:22]([NH2:24])=[S:23]. (7) Given the product [Cl:1][C:2]1[CH:3]=[C:4]2[C:10]([C:11]3[N:16]=[C:15]([NH:17][C@H:18]4[CH2:22][CH2:21][N:20]([S:23]([CH:26]5[CH2:29][CH2:28]5)(=[O:24])=[O:25])[CH2:19]4)[C:14]([F:27])=[CH:13][N:12]=3)=[CH:9][NH:8][C:5]2=[N:6][CH:7]=1, predict the reactants needed to synthesize it. The reactants are: [Cl:1][C:2]1[CH:3]=[C:4]2[C:10]([C:11]3[N:16]=[C:15]([NH:17][C@H:18]4[CH2:22][CH2:21][N:20]([S:23]([CH3:26])(=[O:25])=[O:24])[CH2:19]4)[C:14]([F:27])=[CH:13][N:12]=3)=[CH:9][NH:8][C:5]2=[N:6][CH:7]=1.[CH:28]1(S(Cl)(=O)=O)C[CH2:29]1.